Task: Predict the reactants needed to synthesize the given product.. Dataset: Full USPTO retrosynthesis dataset with 1.9M reactions from patents (1976-2016) Given the product [NH2:2][C:3]1[N:8]=[C:7]([NH:9][C@@H:10]([CH2:14][CH2:15][CH2:16][CH3:17])[CH2:11][CH2:12][OH:13])[C:6]([CH2:18][C:19]2[CH:24]=[CH:23][C:22]([CH2:25][C:26]([O:28][CH3:32])=[O:27])=[CH:21][C:20]=2[O:29][CH3:30])=[C:5]([CH3:31])[N:4]=1, predict the reactants needed to synthesize it. The reactants are: Cl.[NH2:2][C:3]1[N:8]=[C:7]([NH:9][C@@H:10]([CH2:14][CH2:15][CH2:16][CH3:17])[CH2:11][CH2:12][OH:13])[C:6]([CH2:18][C:19]2[CH:24]=[CH:23][C:22]([CH2:25][C:26]([OH:28])=[O:27])=[CH:21][C:20]=2[O:29][CH3:30])=[C:5]([CH3:31])[N:4]=1.[C:32]([O-])(O)=O.[Na+].